This data is from Reaction yield outcomes from USPTO patents with 853,638 reactions. The task is: Predict the reaction yield, written as a fraction of the theoretical maximum amount of product (1.0 means a 100% yield; for example, 0.34 means a 34% yield). The product is [NH2:16][C@H:17]([C:25]1[CH:30]=[CH:29][CH:28]=[CH:27][CH:26]=1)[CH2:18][C:19]([OH:21])=[O:20]. The catalyst is CC(C)=O. The reactants are P([O-])([O-])([O-])=O.[K+].[K+].[K+].C1(C)C=CC=CC=1.[NH2:16][CH:17]([C:25]1[CH:30]=[CH:29][CH:28]=[CH:27][CH:26]=1)[CH2:18][C:19]([O:21]CCC)=[O:20]. The yield is 0.440.